Dataset: Full USPTO retrosynthesis dataset with 1.9M reactions from patents (1976-2016). Task: Predict the reactants needed to synthesize the given product. Given the product [Cl:1][C:2]1[CH:7]=[CH:6][N:5]=[C:4]([CH2:8][NH:9][C:10]2[O:11][C:12]3[C:18]([O:19][CH3:20])=[CH:17][C:16]([C:21]([N:33]4[CH:28]([CH2:27][O:26][CH:25]([F:38])[F:24])[CH2:29][O:30][C:31]([CH2:35][CH2:36][OH:37])([CH3:34])[CH2:32]4)=[O:23])=[CH:15][C:13]=3[N:14]=2)[CH:3]=1, predict the reactants needed to synthesize it. The reactants are: [Cl:1][C:2]1[CH:7]=[CH:6][N:5]=[C:4]([CH2:8][NH:9][C:10]2[O:11][C:12]3[C:18]([O:19][CH3:20])=[CH:17][C:16]([C:21]([OH:23])=O)=[CH:15][C:13]=3[N:14]=2)[CH:3]=1.[F:24][CH:25]([F:38])[O:26][CH2:27][CH:28]1[NH:33][CH2:32][C:31]([CH2:35][CH2:36][OH:37])([CH3:34])[O:30][CH2:29]1.C(N(CC)C(C)C)(C)C.CN(C(ON1N=NC2C=CC=NC1=2)=[N+](C)C)C.F[P-](F)(F)(F)(F)F.